This data is from Forward reaction prediction with 1.9M reactions from USPTO patents (1976-2016). The task is: Predict the product of the given reaction. Given the reactants C[O:2][C:3]([C:5]1[CH:10]=[C:9]([N:11]([C:19]([O:21][C:22]([CH3:25])([CH3:24])[CH3:23])=[O:20])[C:12]([O:14][C:15]([CH3:18])([CH3:17])[CH3:16])=[O:13])[N:8]=[C:7]([N:26]([C:34]([O:36][C:37]([CH3:40])([CH3:39])[CH3:38])=[O:35])[C:27]([O:29][C:30]([CH3:33])([CH3:32])[CH3:31])=[O:28])[N:6]=1)=O.[C:37]([O:36][C:34]([N:26]([C:27]([O:29][C:30]([CH3:33])([CH3:32])[CH3:31])=[O:28])[C:7]1[N:6]=[C:5]([CH2:3][OH:2])[CH:10]=[C:9]([N:11]([C:19]([O:21][C:22]([CH3:25])([CH3:24])[CH3:23])=[O:20])[C:12]([O:14][C:15]([CH3:16])([CH3:17])[CH3:18])=[O:13])[N:8]=1)=[O:35])([CH3:40])([CH3:39])[CH3:38].O.[BH4-].[Na+], predict the reaction product. The product is: [C:37]([O:36][C:34]([N:26]([C:27]([O:29][C:30]([CH3:33])([CH3:32])[CH3:31])=[O:28])[C:7]1[N:6]=[C:5]([CH2:3][OH:2])[CH:10]=[C:9]([N:11]([C:19]([O:21][C:22]([CH3:25])([CH3:24])[CH3:23])=[O:20])[C:12]([O:14][C:15]([CH3:17])([CH3:18])[CH3:16])=[O:13])[N:8]=1)=[O:35])([CH3:38])([CH3:39])[CH3:40].